This data is from Reaction yield outcomes from USPTO patents with 853,638 reactions. The task is: Predict the reaction yield, written as a fraction of the theoretical maximum amount of product (1.0 means a 100% yield; for example, 0.34 means a 34% yield). (1) The reactants are [C:1]([N:4]1[C:13]2[C:8](=[CH:9][C:10]([N:14]3[CH2:19][CH2:18][N:17]([C:20]([O:22][C:23]([CH3:26])([CH3:25])[CH3:24])=[O:21])[CH2:16][CH2:15]3)=[CH:11][CH:12]=2)[C@H:7]([NH2:27])[C@@H:6]([CH3:28])[C@@H:5]1[CH:29]1[CH2:31][CH2:30]1)(=[O:3])[CH3:2].Br[C:33]1[CH:38]=[CH:37][CH:36]=[CH:35][CH:34]=1.CN(C1C(C2C(P(C3CCCCC3)C3CCCCC3)=CC=CC=2)=CC=CC=1)C. The catalyst is O1CCOCC1.C1C=CC(/C=C/C(/C=C/C2C=CC=CC=2)=O)=CC=1.C1C=CC(/C=C/C(/C=C/C2C=CC=CC=2)=O)=CC=1.C1C=CC(/C=C/C(/C=C/C2C=CC=CC=2)=O)=CC=1.[Pd].[Pd]. The product is [C:1]([N:4]1[C:13]2[C:8](=[CH:9][C:10]([N:14]3[CH2:15][CH2:16][N:17]([C:20]([O:22][C:23]([CH3:26])([CH3:25])[CH3:24])=[O:21])[CH2:18][CH2:19]3)=[CH:11][CH:12]=2)[C@H:7]([NH:27][C:33]2[CH:38]=[CH:37][CH:36]=[CH:35][CH:34]=2)[C@@H:6]([CH3:28])[C@@H:5]1[CH:29]1[CH2:30][CH2:31]1)(=[O:3])[CH3:2]. The yield is 0.330. (2) The reactants are [Br:1][C:2]1[CH:7]=[CH:6][C:5]([OH:8])=[CH:4][CH:3]=1.C(=O)([O-])[O-].[K+].[K+].Br[CH2:16][CH2:17][O:18][CH3:19]. The catalyst is CN(C)C=O. The product is [Br:1][C:2]1[CH:7]=[CH:6][C:5]([O:8][CH2:16][CH2:17][O:18][CH3:19])=[CH:4][CH:3]=1. The yield is 0.480.